Predict which catalyst facilitates the given reaction. From a dataset of Catalyst prediction with 721,799 reactions and 888 catalyst types from USPTO. (1) Reactant: C(N(CC)[C:4](=[O:32])[C:5]([C:7]1[C:8]([NH:26][CH:27]([CH2:30][CH3:31])[CH2:28][CH3:29])=[N:9][C:10]([N:14]([CH2:24][CH3:25])[C:15]2[C:20]([CH3:21])=[CH:19][C:18]([CH3:22])=[CH:17][C:16]=2[CH3:23])=[N:11][C:12]=1[CH3:13])=[O:6])C.Cl. Product: [CH2:28]([CH:27]([N:26]1[C:8]2[N:9]=[C:10]([N:14]([CH2:24][CH3:25])[C:15]3[C:20]([CH3:21])=[CH:19][C:18]([CH3:22])=[CH:17][C:16]=3[CH3:23])[N:11]=[C:12]([CH3:13])[C:7]=2[C:5](=[O:6])[C:4]1=[O:32])[CH2:30][CH3:31])[CH3:29]. The catalyst class is: 41. (2) Product: [Cl:2][C:3]1[C:4]([F:19])=[CH:5][C:6]2[NH:10][C:9](=[O:11])[N:8]([CH:12]3[CH2:13][CH2:14][N:15]([CH:23]4[CH2:24][CH2:25][O:20][CH2:21][CH2:22]4)[CH2:16][CH2:17]3)[C:7]=2[CH:18]=1. Reactant: Cl.[Cl:2][C:3]1[C:4]([F:19])=[CH:5][C:6]2[NH:10][C:9](=[O:11])[N:8]([CH:12]3[CH2:17][CH2:16][NH:15][CH2:14][CH2:13]3)[C:7]=2[CH:18]=1.[O:20]1[CH2:25][CH2:24][C:23](=O)[CH2:22][CH2:21]1.[BH3-]C#N.[Na+]. The catalyst class is: 5.